From a dataset of Forward reaction prediction with 1.9M reactions from USPTO patents (1976-2016). Predict the product of the given reaction. (1) Given the reactants [CH2:1]([O:8][C:9](=[O:35])[CH2:10][C@@H:11]([N:24]1[CH:28]=[CH:27][C:26]([C:29]2[CH:34]=[CH:33]N=[CH:31][CH:30]=2)=[CH:25]1)[C:12](N[C@H](C(=O)NC)C(C)(C)C)=[O:13])[C:2]1[CH:7]=[CH:6][CH:5]=[CH:4][CH:3]=1.COC1C(C2C=C[C:46]([C:49]3[CH:54]=[CH:53][N:52]=[CH:51][CH:50]=3)=CC=2)CC(OC)O1.N1C=CC=CC=1.FC(F)(F)C(O)=[O:66].[Cl:70][Si](C)(C)C, predict the reaction product. The product is: [ClH:70].[CH2:1]([O:8][C:9](=[O:35])[CH2:10][C@@H:11]([N:24]1[CH:28]=[CH:27][C:26]([C:29]2[CH:34]=[CH:33][C:46]([C:49]3[CH:54]=[CH:53][N:52]=[CH:51][CH:50]=3)=[CH:31][CH:30]=2)=[CH:25]1)[C:12]([OH:66])=[O:13])[C:2]1[CH:7]=[CH:6][CH:5]=[CH:4][CH:3]=1. (2) Given the reactants [CH2:1]([N:3]1[C:12]2[C:7](=[CH:8][C:9]([NH:13][C:14]([CH2:16][CH:17]([CH3:22])[CH2:18][C:19]([OH:21])=O)=[O:15])=[CH:10][CH:11]=2)[C:6](=[O:23])[N:5]([CH2:24][CH3:25])[C:4]1=[O:26])[CH3:2].[NH2:27][C:28]1[S:29][C:30]([C:33]#[N:34])=[CH:31][N:32]=1.CCN(C(C)C)C(C)C.C(P1(=O)OP(CCC)(=O)OP(CCC)(=O)O1)CC, predict the reaction product. The product is: [C:33]([C:30]1[S:29][C:28]([NH:27][C:19](=[O:21])[CH2:18][CH:17]([CH3:22])[CH2:16][C:14]([NH:13][C:9]2[CH:8]=[C:7]3[C:12](=[CH:11][CH:10]=2)[N:3]([CH2:1][CH3:2])[C:4](=[O:26])[N:5]([CH2:24][CH3:25])[C:6]3=[O:23])=[O:15])=[N:32][CH:31]=1)#[N:34]. (3) Given the reactants C1([C@@H]([O:9][C:10](=[O:25])[C@@H:11]([C:18]2[CH:23]=[CH:22][CH:21]=[CH:20][C:19]=2[F:24])[N:12]2[CH2:17][CH2:16][CH2:15][CH2:14][CH2:13]2)C)C=CC=CC=1, predict the reaction product. The product is: [F:24][C:19]1[CH:20]=[CH:21][CH:22]=[CH:23][C:18]=1[C@@H:11]([N:12]1[CH2:17][CH2:16][CH2:15][CH2:14][CH2:13]1)[C:10]([OH:25])=[O:9]. (4) Given the reactants [Br:1][C:2]1[C:7]([C:8]([OH:10])=[O:9])=[C:6]([F:11])[C:5]([F:12])=[CH:4][CH:3]=1.OS(O)(=O)=O.[CH3:18]O, predict the reaction product. The product is: [Br:1][C:2]1[C:7]([C:8]([O:10][CH3:18])=[O:9])=[C:6]([F:11])[C:5]([F:12])=[CH:4][CH:3]=1.